Dataset: Catalyst prediction with 721,799 reactions and 888 catalyst types from USPTO. Task: Predict which catalyst facilitates the given reaction. (1) Reactant: C([N:3]([CH:7](C)C)[CH:4]([CH3:6])[CH3:5])C.N1([O:19][P+](N(C)C)(N(C)C)N(C)C)C2C=CC=CC=2N=N1.F[P-](F)(F)(F)(F)F.[Cl:37][C:38]1[CH:39]=[N:40][C:41]2[C:46]([CH:47]=1)=[CH:45][C:44]([O:48][CH2:49][S:50][CH2:51]C(O)=O)=[CH:43][C:42]=2[CH3:55].Cl.C[C:58](N)([CH3:62])C#CC. Product: [Cl:37][C:38]1[CH:39]=[N:40][C:41]2[C:46]([CH:47]=1)=[CH:45][C:44]([O:48][CH:49]([S:50][CH3:51])[C:7]([NH:3][C:4]([CH3:5])([CH3:6])[C:58]#[CH:62])=[O:19])=[CH:43][C:42]=2[CH3:55]. The catalyst class is: 248. (2) Reactant: [Cl:1][C:2]1[CH:3]=[N:4][C:5]([O:11][C:12]2[CH:17]=[CH:16][C:15]([F:18])=[C:14]([F:19])[CH:13]=2)=[C:6]([CH:10]=1)[C:7]([OH:9])=O.Cl.[CH3:21][N:22]([C:24]1[CH:35]=[CH:34][C:27]([C:28]([O:30][CH2:31][CH:32]=[CH2:33])=[O:29])=[CH:26][CH:25]=1)[NH2:23].C1C=CC2N(O)N=NC=2C=1.CCN=C=NCCCN(C)C. Product: [Cl:1][C:2]1[CH:10]=[C:6]([C:7]([NH:23][N:22]([C:24]2[CH:35]=[CH:34][C:27]([C:28]([O:30][CH2:31][CH:32]=[CH2:33])=[O:29])=[CH:26][CH:25]=2)[CH3:21])=[O:9])[C:5]([O:11][C:12]2[CH:17]=[CH:16][C:15]([F:18])=[C:14]([F:19])[CH:13]=2)=[N:4][CH:3]=1. The catalyst class is: 136. (3) Reactant: C(OC([NH:8][C@@H:9]([CH2:40][CH:41]([CH3:43])[CH3:42])[C:10](=[O:39])[C@@:11]([OH:38])([CH3:37])[CH2:12][O:13][S:14]([C:17]1[C:34]([CH3:35])=[CH:33][C:20]([O:21][CH2:22][C:23]([O:25][CH2:26][C:27]2[CH:32]=[CH:31][CH:30]=[CH:29][CH:28]=2)=[O:24])=[CH:19][C:18]=1[CH3:36])(=[O:16])=[O:15])=O)(C)(C)C.C(O)(C(F)(F)F)=O. Product: [NH2:8][C@@H:9]([CH2:40][CH:41]([CH3:43])[CH3:42])[C:10](=[O:39])[C@@:11]([OH:38])([CH3:37])[CH2:12][O:13][S:14]([C:17]1[C:34]([CH3:35])=[CH:33][C:20]([O:21][CH2:22][C:23]([O:25][CH2:26][C:27]2[CH:28]=[CH:29][CH:30]=[CH:31][CH:32]=2)=[O:24])=[CH:19][C:18]=1[CH3:36])(=[O:15])=[O:16]. The catalyst class is: 2. (4) Reactant: [CH2:1]([C:5]1[N:6]=[C:7]([CH3:27])[NH:8][C:9](=[O:26])[C:10]=1[CH2:11][C:12]1[CH:17]=[CH:16][C:15]([C:18]2[C:19]([C:24]#[N:25])=[CH:20][CH:21]=[CH:22][CH:23]=2)=[CH:14][CH:13]=1)[CH2:2][CH2:3][CH3:4].[CH3:28][CH:29]1[CH2:33][C:32]2[CH:34]=[C:35](B(O)O)[CH:36]=[CH:37][C:31]=2[O:30]1.C(N(CC)CC)C.N1C=CC=CC=1. Product: [CH2:1]([C:5]1[N:6]=[C:7]([CH3:27])[N:8]([C:35]2[CH:36]=[CH:37][C:31]3[O:30][CH:29]([CH3:28])[CH2:33][C:32]=3[CH:34]=2)[C:9](=[O:26])[C:10]=1[CH2:11][C:12]1[CH:17]=[CH:16][C:15]([C:18]2[C:19]([C:24]#[N:25])=[CH:20][CH:21]=[CH:22][CH:23]=2)=[CH:14][CH:13]=1)[CH2:2][CH2:3][CH3:4]. The catalyst class is: 297.